From a dataset of Reaction yield outcomes from USPTO patents with 853,638 reactions. Predict the reaction yield, written as a fraction of the theoretical maximum amount of product (1.0 means a 100% yield; for example, 0.34 means a 34% yield). (1) The reactants are [CH3:1][O:2][C:3]1[CH:11]=[CH:10][CH:9]=[C:8]2[C:4]=1[CH2:5][C:6](=[N:13]O)[C:7]2=[O:12].P(Cl)(Cl)(Cl)(Cl)[Cl:16]. The catalyst is C(Cl)(Cl)(Cl)Cl. The product is [Cl:16][C:6]1[NH:13][C:7](=[O:12])[C:8]2[C:4]([CH:5]=1)=[C:3]([O:2][CH3:1])[CH:11]=[CH:10][CH:9]=2. The yield is 0.330. (2) The reactants are [C:1]([O:5][C:6](=[O:13])[NH:7][C@H:8]([C:10](=O)[NH2:11])[CH3:9])([CH3:4])([CH3:3])[CH3:2].F[B-](F)(F)F.C([O+](CC)CC)C.[F:26][C:27]1[C:28]([O:41][CH3:42])=[C:29]([NH:34][C:35]2[CH:40]=[CH:39][CH:38]=[CH:37][CH:36]=2)[C:30](N)=[CH:31][CH:32]=1. The catalyst is C(Cl)Cl. The product is [C:1]([O:5][C:6](=[O:13])[NH:7][C@H:8]([C:10]1[N:34]([C:35]2[CH:36]=[CH:37][CH:38]=[CH:39][CH:40]=2)[C:29]2[C:28]([O:41][CH3:42])=[C:27]([F:26])[CH:32]=[CH:31][C:30]=2[N:11]=1)[CH3:9])([CH3:4])([CH3:3])[CH3:2]. The yield is 0.740. (3) The reactants are [C:1]([C:4]1[CH:5]=[C:6]([Cl:26])[C:7]2[N:8]([CH:23]=[N:24][CH:25]=2)[C:9]=1[N:10]1[CH2:15][CH2:14][N:13]([C:16](OC(C)(C)C)=O)[CH2:12][CH2:11]1)(=[O:3])[CH3:2].Cl.[C:28]1(=O)[CH2:31]C[CH2:29]1.C([BH3-])#N.[Na+]. The catalyst is O1CCOCC1.C(#N)C.O1CCCC1. The product is [Cl:26][C:6]1[C:7]2[N:8]([CH:23]=[N:24][CH:25]=2)[C:9]([N:10]2[CH2:15][CH2:14][N:13]([CH:16]3[CH2:31][CH2:28][CH2:29]3)[CH2:12][CH2:11]2)=[C:4]([C:1](=[O:3])[CH3:2])[CH:5]=1. The yield is 0.610.